The task is: Predict the reactants needed to synthesize the given product.. This data is from Full USPTO retrosynthesis dataset with 1.9M reactions from patents (1976-2016). The reactants are: [Cl:1][C:2]1[CH:3]=[C:4]2[C:9](=[CH:10][C:11]=1F)[O:8][CH:7]([C:13]([F:16])([F:15])[F:14])[C:6]([C:17]([O:19][CH2:20][CH3:21])=[O:18])=[CH:5]2.[Cl:22][C:23]1[CH:28]=[C:27]([CH3:29])[C:26]([CH3:30])=[CH:25][C:24]=1[OH:31].C(=O)([O-])[O-].[K+].[K+].[Al]. Given the product [Cl:1][C:2]1[CH:3]=[C:4]2[C:9](=[CH:10][C:11]=1[O:31][C:24]1[CH:25]=[C:26]([CH3:30])[C:27]([CH3:29])=[CH:28][C:23]=1[Cl:22])[O:8][CH:7]([C:13]([F:16])([F:15])[F:14])[C:6]([C:17]([O:19][CH2:20][CH3:21])=[O:18])=[CH:5]2, predict the reactants needed to synthesize it.